Dataset: Catalyst prediction with 721,799 reactions and 888 catalyst types from USPTO. Task: Predict which catalyst facilitates the given reaction. (1) Reactant: N[C:2]1[C:10]2[C:5](=[N:6][CH:7]=[CH:8][C:9]=2[C:11]2[CH:16]=[CH:15][C:14]([NH:17][C:18]([NH:20][C:21]3[CH:26]=[CH:25][CH:24]=[C:23]([C:27]([F:30])([F:29])[F:28])[CH:22]=3)=[O:19])=[CH:13][CH:12]=2)[N:4]([CH3:31])[N:3]=1.S(=O)(=O)(O)O.N([O-])=O.[Na+]. Product: [CH3:31][N:4]1[C:5]2=[N:6][CH:7]=[CH:8][C:9]([C:11]3[CH:16]=[CH:15][C:14]([NH:17][C:18]([NH:20][C:21]4[CH:26]=[CH:25][CH:24]=[C:23]([C:27]([F:30])([F:28])[F:29])[CH:22]=4)=[O:19])=[CH:13][CH:12]=3)=[C:10]2[CH:2]=[N:3]1. The catalyst class is: 14. (2) Reactant: [CH3:1][O:2][C:3]1[CH:4]=[C:5]2[C:9](=[CH:10][CH:11]=1)[NH:8][CH:7]=[C:6]2[CH2:12][C:13]([OH:15])=O.C1N=CN(C(N2C=NC=C2)=O)C=1.[NH2:28][C:29]1[S:30][C:31]([N+:34]([O-:36])=[O:35])=[CH:32][N:33]=1. Product: [CH3:1][O:2][C:3]1[CH:4]=[C:5]2[C:9](=[CH:10][CH:11]=1)[NH:8][CH:7]=[C:6]2[CH2:12][C:13]([NH:28][C:29]1[S:30][C:31]([N+:34]([O-:36])=[O:35])=[CH:32][N:33]=1)=[O:15]. The catalyst class is: 1.